Dataset: NCI-60 drug combinations with 297,098 pairs across 59 cell lines. Task: Regression. Given two drug SMILES strings and cell line genomic features, predict the synergy score measuring deviation from expected non-interaction effect. (1) Drug 1: C1=CC(=CC=C1C#N)C(C2=CC=C(C=C2)C#N)N3C=NC=N3. Drug 2: CN1C2=C(C=C(C=C2)N(CCCl)CCCl)N=C1CCCC(=O)O.Cl. Cell line: OVCAR3. Synergy scores: CSS=-1.47, Synergy_ZIP=4.54, Synergy_Bliss=5.15, Synergy_Loewe=0.298, Synergy_HSA=-2.14. (2) Cell line: 786-0. Drug 2: CC(C)(C#N)C1=CC(=CC(=C1)CN2C=NC=N2)C(C)(C)C#N. Synergy scores: CSS=-5.69, Synergy_ZIP=1.31, Synergy_Bliss=0.476, Synergy_Loewe=-1.85, Synergy_HSA=-1.56. Drug 1: CC1CCC2CC(C(=CC=CC=CC(CC(C(=O)C(C(C(=CC(C(=O)CC(OC(=O)C3CCCCN3C(=O)C(=O)C1(O2)O)C(C)CC4CCC(C(C4)OC)O)C)C)O)OC)C)C)C)OC. (3) Drug 1: C1=CC=C(C=C1)NC(=O)CCCCCCC(=O)NO. Drug 2: N.N.Cl[Pt+2]Cl. Cell line: SK-OV-3. Synergy scores: CSS=36.8, Synergy_ZIP=6.17, Synergy_Bliss=9.48, Synergy_Loewe=6.70, Synergy_HSA=8.25. (4) Drug 1: CC1C(C(CC(O1)OC2CC(OC(C2O)C)OC3=CC4=CC5=C(C(=O)C(C(C5)C(C(=O)C(C(C)O)O)OC)OC6CC(C(C(O6)C)O)OC7CC(C(C(O7)C)O)OC8CC(C(C(O8)C)O)(C)O)C(=C4C(=C3C)O)O)O)O. Drug 2: CCC1(CC2CC(C3=C(CCN(C2)C1)C4=CC=CC=C4N3)(C5=C(C=C6C(=C5)C78CCN9C7C(C=CC9)(C(C(C8N6C)(C(=O)OC)O)OC(=O)C)CC)OC)C(=O)OC)O.OS(=O)(=O)O. Cell line: SF-539. Synergy scores: CSS=46.7, Synergy_ZIP=4.59, Synergy_Bliss=5.27, Synergy_Loewe=2.42, Synergy_HSA=2.17.